This data is from Full USPTO retrosynthesis dataset with 1.9M reactions from patents (1976-2016). The task is: Predict the reactants needed to synthesize the given product. (1) Given the product [CH2:11]([C:4]1[S:3][CH:2]2[N:1]=[C:14]([OH:13])[N:15]=[C:7]([OH:8])[CH:6]2[CH:5]=1)[CH3:12], predict the reactants needed to synthesize it. The reactants are: [NH2:1][C:2]1[S:3][C:4]([CH2:11][CH3:12])=[CH:5][C:6]=1[C:7](OC)=[O:8].[O-:13][C:14]#[N:15].[K+]. (2) Given the product [CH3:18][C:17]1[CH:16]=[C:15]2[C:10](=[CH:9][C:8]=1[C:24]1[CH:25]=[CH:26][CH:27]=[CH:28][C:23]=1[S:20]([CH3:19])(=[O:22])=[O:21])[N:11]=[CH:12][CH:13]=[N:14]2, predict the reactants needed to synthesize it. The reactants are: C(=O)([O-])[O-].[K+].[K+].I[C:8]1[CH:9]=[C:10]2[C:15](=[CH:16][C:17]=1[CH3:18])[N:14]=[CH:13][CH:12]=[N:11]2.[CH3:19][S:20]([C:23]1[CH:28]=[CH:27][CH:26]=[CH:25][C:24]=1B(O)O)(=[O:22])=[O:21]. (3) Given the product [CH3:41][N:2]([CH3:1])[CH2:3][CH2:4][N:5]1[CH:9]=[C:8]([C:10]2[CH:15]=[CH:14][C:13]([F:16])=[C:12]([C:17]([F:18])([F:20])[F:19])[CH:11]=2)[N:7]=[C:6]1[CH:21]1[CH2:26][CH2:25][N:24]([C:27]2[N:32]=[CH:31][N:30]=[C:29]([NH2:33])[C:28]=2[C:34]2[CH:39]=[CH:38][N:42]=[CH:36][CH:35]=2)[CH2:23][CH2:22]1, predict the reactants needed to synthesize it. The reactants are: [CH3:1][N:2]([CH3:41])[CH2:3][CH2:4][N:5]1[CH:9]=[C:8]([C:10]2[CH:15]=[CH:14][C:13]([F:16])=[C:12]([C:17]([F:20])([F:19])[F:18])[CH:11]=2)[N:7]=[C:6]1[CH:21]1[CH2:26][CH2:25][N:24]([C:27]2[N:32]=[CH:31][N:30]=[C:29]([NH2:33])[C:28]=2[C:34]2[CH:39]=[CH:38]C(F)=[CH:36][CH:35]=2)[CH2:23][CH2:22]1.[N:42]1C=CC(B2OC(C)(C)C(C)(C)O2)=CC=1. (4) Given the product [NH:26]1[C:27]2[C:23](=[CH:22][C:21]([NH:20][C:17]([CH:14]3[CH2:13][CH2:12][N:11]([S:8]([CH3:7])(=[O:9])=[O:10])[CH2:16][CH2:15]3)=[O:19])=[CH:29][CH:28]=2)[CH:24]=[N:25]1, predict the reactants needed to synthesize it. The reactants are: C(Cl)(=O)C(Cl)=O.[CH3:7][S:8]([N:11]1[CH2:16][CH2:15][CH:14]([C:17]([OH:19])=O)[CH2:13][CH2:12]1)(=[O:10])=[O:9].[NH2:20][C:21]1[CH:22]=[C:23]2[C:27](=[CH:28][CH:29]=1)[NH:26][N:25]=[CH:24]2.C(N(CC)CC)C.C(=O)([O-])O.[Na+]. (5) Given the product [Cl:35][C:30]1[CH:31]=[CH:32][CH:33]=[CH:34][C:29]=1[C@H:3]([C:4]1[S:5][C:6]2[C:12]([C:13]3[CH:18]=[C:17]([C:19]([OH:28])([C:20]([F:21])([F:22])[F:23])[C:24]([F:25])([F:26])[F:27])[CH:16]=[CH:15][N:14]=3)=[CH:11][CH:10]=[CH:9][C:7]=2[CH:8]=1)[NH:2][S:47]([C:45]1[CH:44]=[CH:43][C:42]2[O:36][CH2:37][CH2:38][CH2:39][O:40][C:41]=2[CH:46]=1)(=[O:48])=[O:49], predict the reactants needed to synthesize it. The reactants are: Cl.[NH2:2][C@H:3]([C:29]1[CH:34]=[CH:33][CH:32]=[CH:31][C:30]=1[Cl:35])[C:4]1[S:5][C:6]2[C:12]([C:13]3[CH:18]=[C:17]([C:19]([OH:28])([C:24]([F:27])([F:26])[F:25])[C:20]([F:23])([F:22])[F:21])[CH:16]=[CH:15][N:14]=3)=[CH:11][CH:10]=[CH:9][C:7]=2[CH:8]=1.[O:36]1[C:42]2[CH:43]=[CH:44][C:45]([S:47](Cl)(=[O:49])=[O:48])=[CH:46][C:41]=2[O:40][CH2:39][CH2:38][CH2:37]1.C(N(C(C)C)C(C)C)C.